Dataset: Reaction yield outcomes from USPTO patents with 853,638 reactions. Task: Predict the reaction yield, written as a fraction of the theoretical maximum amount of product (1.0 means a 100% yield; for example, 0.34 means a 34% yield). (1) The reactants are [S:1](Cl)([C:4]1[CH:10]=[CH:9][C:7]([CH3:8])=[CH:6][CH:5]=1)(=[O:3])=[O:2].[NH2:12][CH2:13][CH2:14][NH:15][CH2:16][CH2:17][NH2:18].[OH-:19].[Na+]. The catalyst is CCOCC.O. The product is [S:1]([NH:12][CH2:13][CH2:14][N:15]([S:1]([C:4]1[CH:10]=[CH:9][C:7]([CH3:8])=[CH:6][CH:5]=1)(=[O:3])=[O:2])[CH2:16][CH2:17][NH:18][S:1]([C:4]1[CH:10]=[CH:9][C:7]([CH3:8])=[CH:6][CH:5]=1)(=[O:2])=[O:19])([C:4]1[CH:10]=[CH:9][C:7]([CH3:8])=[CH:6][CH:5]=1)(=[O:3])=[O:2]. The yield is 0.604. (2) The reactants are [CH2:1]([O:3][C:4]([C:6]1([C:9]2[CH:14]=[CH:13][C:12]([C:15]3[CH:20]=[CH:19][C:18]([C:21]4[S:22][C:23]([F:29])=CC=4C(O)=O)=[CH:17][CH:16]=3)=[CH:11][CH:10]=2)[CH2:8][CH2:7]1)=[O:5])[CH3:2].C([N:32]([CH2:35][CH3:36])[CH2:33]C)C.C1(P(N=[N+]=[N-])(C2C=CC=CC=2)=[O:44])C=CC=CC=1.[F:54][C:55]1[CH:60]=[C:59]([F:61])[CH:58]=[CH:57][C:56]=1[C@H:62]([OH:64])[CH3:63].[Cl-].[NH4+]. The catalyst is C1(C)C=CC=CC=1. The product is [CH2:1]([O:3][C:4]([C:6]1([C:9]2[CH:10]=[CH:11][C:12]([C:15]3[CH:16]=[CH:17][C:18]([C:21]4[S:22][C:23]([F:29])=[CH:36][C:35]=4[NH:32][C:33]([O:64][C@@H:62]([C:56]4[CH:57]=[CH:58][C:59]([F:61])=[CH:60][C:55]=4[F:54])[CH3:63])=[O:44])=[CH:19][CH:20]=3)=[CH:13][CH:14]=2)[CH2:8][CH2:7]1)=[O:5])[CH3:2]. The yield is 0.830. (3) The reactants are [Cl:1][C:2]1[CH:3]=[N+:4]([O-:27])[CH:5]=[C:6]([Cl:26])[C:7]=1[CH2:8][C@@H:9]([C:11]1[CH:16]=[CH:15][C:14]([O:17][CH:18]([F:20])[F:19])=[C:13]([O:21][CH2:22][CH:23]2[CH2:25][CH2:24]2)[CH:12]=1)[OH:10].[C:28]([O:32][C:33]([NH:35][C:36]1[CH:44]=[C:43]2[C:39]([CH2:40][N:41]([CH2:46][C:47](O)=[O:48])[C:42]2=[O:45])=[CH:38][CH:37]=1)=[O:34])([CH3:31])([CH3:30])[CH3:29].C(Cl)CCl. The catalyst is CN(C1C=CN=CC=1)C.CN(C=O)C.O. The product is [C:28]([O:32][C:33]([NH:35][C:36]1[CH:44]=[C:43]2[C:39]([CH2:40][N:41]([CH2:46][C:47]([O:10][C@H:9]([C:11]3[CH:16]=[CH:15][C:14]([O:17][CH:18]([F:20])[F:19])=[C:13]([O:21][CH2:22][CH:23]4[CH2:25][CH2:24]4)[CH:12]=3)[CH2:8][C:7]3[C:6]([Cl:26])=[CH:5][N+:4]([O-:27])=[CH:3][C:2]=3[Cl:1])=[O:48])[C:42]2=[O:45])=[CH:38][CH:37]=1)=[O:34])([CH3:31])([CH3:30])[CH3:29]. The yield is 0.690. (4) The reactants are [F:1][C:2]1[CH:7]=[C:6]([I:8])[CH:5]=[CH:4][C:3]=1[CH3:9].[Br:10]N1C(=O)CCC1=O.N(C(C)(C)C#N)=NC(C)(C)C#N. The catalyst is CC(C)=O. The product is [Br:10][CH2:9][C:3]1[CH:4]=[CH:5][C:6]([I:8])=[CH:7][C:2]=1[F:1].[F:1][C:2]1[CH:7]=[C:6]([I:8])[CH:5]=[CH:4][C:3]=1[CH3:9]. The yield is 0.730. (5) The reactants are [C:1]([N:6]1[CH2:11][CH2:10][N:9](C(OC(C)(C)C)=O)[CH2:8][CH2:7]1)(=[O:5])[CH:2]([CH3:4])[CH3:3].Cl.CO. The catalyst is CO. The product is [CH3:3][CH:2]([CH3:4])[C:1]([N:6]1[CH2:11][CH2:10][NH:9][CH2:8][CH2:7]1)=[O:5]. The yield is 1.00.